This data is from Full USPTO retrosynthesis dataset with 1.9M reactions from patents (1976-2016). The task is: Predict the reactants needed to synthesize the given product. (1) Given the product [Cl:28][C:23]1[N:22]=[N:21][C:20]([O:12][C:5]2[CH:6]=[CH:7][CH:8]=[C:9]([O:10][CH3:11])[C:4]=2[CH:1]2[CH2:2][CH2:3]2)=[C:25]([O:26][CH3:27])[CH:24]=1.[Cl:19][C:20]1[N:21]=[N:22][C:23]([O:12][C:5]2[CH:6]=[CH:7][CH:8]=[C:9]([O:10][CH3:11])[C:4]=2[CH:1]2[CH2:2][CH2:3]2)=[CH:24][C:25]=1[O:26][CH3:27], predict the reactants needed to synthesize it. The reactants are: [CH:1]1([C:4]2[C:9]([O:10][CH3:11])=[CH:8][CH:7]=[CH:6][C:5]=2[OH:12])[CH2:3][CH2:2]1.CC(C)([O-])C.[K+].[Cl:19][C:20]1[N:21]=[N:22][C:23]([Cl:28])=[CH:24][C:25]=1[O:26][CH3:27]. (2) Given the product [CH2:22]([O:24][C:25]([C:26]1[C:6](=[O:21])[N:7]([CH2:13][C:14]2[CH:19]=[CH:18][CH:17]=[C:16]([Cl:20])[CH:15]=2)[N:8]2[CH:9]=[CH:10][CH:11]=[C:12]2[C:27]=1[OH:28])=[O:37])[CH3:23], predict the reactants needed to synthesize it. The reactants are: C(O[C:6](=[O:21])[N:7]([CH2:13][C:14]1[CH:19]=[CH:18][CH:17]=[C:16]([Cl:20])[CH:15]=1)[N:8]1[CH:12]=[CH:11][CH:10]=[CH:9]1)(C)(C)C.[CH2:22]([O:24][C:25](=[O:37])[CH:26](C(OCC)=O)[C:27](OCC)=[O:28])[CH3:23]. (3) Given the product [CH3:1][C:2]1[C:3]([C:8]([O:10][CH3:11])=[O:9])=[N:4][CH:5]=[CH:6][N:7]=1, predict the reactants needed to synthesize it. The reactants are: [CH3:1][C:2]1[C:3]([C:8]([OH:10])=[O:9])=[N:4][CH:5]=[CH:6][N:7]=1.[CH3:11]O. (4) Given the product [CH3:39][O:5][C:3]1[CH:2]=[CH:79][C:78]([CH2:14][N:15]2[CH:19]=[C:18]([C:20]3[CH:21]=[C:22]4[N:27]([C:28]5[CH:29]=[C:30]([NH:31][C:55](=[O:57])[C:54]6[CH:58]=[C:59]([S:61]([F:62])([F:63])([F:65])([F:64])[F:66])[CH:60]=[C:52]([N:49]7[CH2:48][CH2:47][N:46]([CH3:45])[CH2:51][CH2:50]7)[CH:53]=6)[CH:32]=[CH:33][C:34]=5[CH3:35])[CH:26]=[CH:25][N:23]4[N:24]=3)[CH:17]=[N:16]2)=[CH:77][CH:76]=1, predict the reactants needed to synthesize it. The reactants are: F[C:2](F)(F)[C:3]([OH:5])=O.COC1C=CC([CH2:14][N:15]2[CH:19]=[C:18]([C:20]3[CH:21]=[C:22]4[N:27]([C:28]5[CH:29]=[C:30]([CH:32]=[CH:33][C:34]=5[CH3:35])[NH2:31])[CH:26]=[CH:25][N:23]4[N:24]=3)[CH:17]=[N:16]2)=CC=1.F[C:39](F)(F)C(O)=O.[CH3:45][N:46]1[CH2:51][CH2:50][N:49]([C:52]2[CH:53]=[C:54]([CH:58]=[C:59]([S:61]([F:66])([F:65])([F:64])([F:63])[F:62])[CH:60]=2)[C:55]([OH:57])=O)[CH2:48][CH2:47]1.CN(C(ON1N=N[C:77]2[CH:78]=[CH:79]C=N[C:76]1=2)=[N+](C)C)C.F[P-](F)(F)(F)(F)F.C(N(CC)C(C)C)(C)C.[OH-].[Na+]. (5) Given the product [CH3:1][O:2][C:3]1[CH:4]=[CH:5][C:6]([CH3:13])=[C:7]2[C:11]=1[C:10](=[N:15][OH:16])[CH2:9][CH2:8]2, predict the reactants needed to synthesize it. The reactants are: [CH3:1][O:2][C:3]1[CH:4]=[CH:5][C:6]([CH3:13])=[C:7]2[C:11]=1[C:10](=O)[CH2:9][CH2:8]2.Cl.[NH2:15][OH:16].C([O-])(=O)C.[Na+].O. (6) Given the product [CH3:1][O:2][C:3]([CH2:4][O:15][C:7](=[O:16])[C:8]1[CH:14]=[CH:13][CH:12]=[CH:11][C:9]=1[O:10][CH2:23][C:22]([O:25][CH3:24])=[O:33])=[O:6], predict the reactants needed to synthesize it. The reactants are: [CH3:1][O:2][C:3](=[O:6])[CH2:4]Cl.[C:7]([OH:16])(=[O:15])[C:8]1[C:9](=[CH:11][CH:12]=[CH:13][CH:14]=1)[OH:10].C(N([CH2:22][CH3:23])CC)C.[C:24](=O)([O-])[O-:25].[K+].[K+].[I-].[Na+].P(O)([O-])([O-])=[O:33].[Na+].[Na+].